Dataset: Forward reaction prediction with 1.9M reactions from USPTO patents (1976-2016). Task: Predict the product of the given reaction. (1) Given the reactants Cl[C:2]1[C:7]([C:8]2[CH:13]=[CH:12][N:11]=[CH:10][CH:9]=2)=[C:6]([C:14]2[CH:19]=[CH:18][C:17]([Cl:20])=[CH:16][CH:15]=2)[CH:5]=[CH:4][N:3]=1.O.[NH2:22][NH2:23], predict the reaction product. The product is: [Cl:20][C:17]1[CH:18]=[CH:19][C:14]([C:6]2[CH:5]=[CH:4][N:3]=[C:2]([NH:22][NH2:23])[C:7]=2[C:8]2[CH:13]=[CH:12][N:11]=[CH:10][CH:9]=2)=[CH:15][CH:16]=1. (2) Given the reactants [CH:1]1([C:6]2[C:7]([O:14][S:15]([C:18]3[CH:23]=[CH:22][C:21]([CH3:24])=[CH:20][CH:19]=3)(=[O:17])=[O:16])=[N:8][NH:9][C:10]=2[CH:11]([OH:13])[CH3:12])[CH2:5][CH2:4][CH2:3][CH2:2]1.[Cr](O[Cr]([O-])(=O)=O)([O-])(=O)=O.[NH+]1C=CC=CC=1.[NH+]1C=CC=CC=1, predict the reaction product. The product is: [C:11]([C:10]1[NH:9][N:8]=[C:7]([O:14][S:15]([C:18]2[CH:19]=[CH:20][C:21]([CH3:24])=[CH:22][CH:23]=2)(=[O:17])=[O:16])[C:6]=1[CH:1]1[CH2:5][CH2:4][CH2:3][CH2:2]1)(=[O:13])[CH3:12].